This data is from Peptide-MHC class II binding affinity with 134,281 pairs from IEDB. The task is: Regression. Given a peptide amino acid sequence and an MHC pseudo amino acid sequence, predict their binding affinity value. This is MHC class II binding data. (1) The peptide sequence is AFILDGDNLFVKV. The MHC is HLA-DQA10501-DQB10201 with pseudo-sequence HLA-DQA10501-DQB10201. The binding affinity (normalized) is 0.396. (2) The binding affinity (normalized) is 0. The peptide sequence is SSKAATAKAPGLVPK. The MHC is DRB1_0301 with pseudo-sequence DRB1_0301.